This data is from Catalyst prediction with 721,799 reactions and 888 catalyst types from USPTO. The task is: Predict which catalyst facilitates the given reaction. Reactant: [N+](=[C:3](P(=O)(OC)OC)C(=O)C)=[N-].C([O-])([O-])=O.[K+].[K+].[F:19][C:20]1[CH:25]=[CH:24][C:23]([C:26]([CH3:30])([CH3:29])[CH:27]=O)=[CH:22][CH:21]=1. Product: [F:19][C:20]1[CH:25]=[CH:24][C:23]([C:26]([CH3:29])([C:27]#[CH:3])[CH3:30])=[CH:22][CH:21]=1. The catalyst class is: 191.